Dataset: Forward reaction prediction with 1.9M reactions from USPTO patents (1976-2016). Task: Predict the product of the given reaction. Given the reactants [C:1]([O:5][C:6]([NH:8][CH:9]([C:11]1[C:20]([C:21]2[CH:26]=[CH:25][CH:24]=[CH:23][N:22]=2)=[C:19]([C:27](O)=[O:28])[C:18]2[C:13](=[CH:14][CH:15]=[C:16]([F:30])[CH:17]=2)[N:12]=1)[CH3:10])=[O:7])([CH3:4])([CH3:3])[CH3:2].[C:31]([NH:34][NH2:35])(=[O:33])[CH3:32].Cl.CN(C)CCCN=C=NCC.N1C2C(=NC=CC=2)N(O)N=1.C(=O)(O)[O-].[Na+], predict the reaction product. The product is: [C:31]([NH:34][NH:35][C:27]([C:19]1[C:18]2[C:13](=[CH:14][CH:15]=[C:16]([F:30])[CH:17]=2)[N:12]=[C:11]([CH:9]([NH:8][C:6](=[O:7])[O:5][C:1]([CH3:2])([CH3:3])[CH3:4])[CH3:10])[C:20]=1[C:21]1[CH:26]=[CH:25][CH:24]=[CH:23][N:22]=1)=[O:28])(=[O:33])[CH3:32].